Dataset: Forward reaction prediction with 1.9M reactions from USPTO patents (1976-2016). Task: Predict the product of the given reaction. (1) Given the reactants [Br:1][C:2]1[CH:7]=[CH:6][C:5]([S:8](Cl)(=[O:10])=[O:9])=[CH:4][CH:3]=1.CNC[CH:15]1[C:24](=[O:25])[NH:23][C:22]2[C:17](=[CH:18][CH:19]=[CH:20][CH:21]=2)[N:16]1[C:26](=[O:33])[C:27]1[CH:32]=[CH:31][CH:30]=[CH:29][CH:28]=1.[CH2:34]([N:36](CC)[CH2:37]C)C, predict the reaction product. The product is: [Br:1][C:2]1[CH:7]=[CH:6][C:5]([S:8]([N:36]([CH3:37])[CH2:34][C:31]2[CH:30]=[CH:29][CH:28]=[C:27]([C:26]([N:16]3[C:17]4[C:22](=[CH:21][CH:20]=[CH:19][CH:18]=4)[NH:23][C:24](=[O:25])[CH2:15]3)=[O:33])[CH:32]=2)(=[O:10])=[O:9])=[CH:4][CH:3]=1. (2) Given the reactants [NH2:1][C:2]1[N:6]([CH3:7])[C:5](=[O:8])[C:4]([C:16]2[CH:21]=[CH:20][CH:19]=[C:18]([Br:22])[CH:17]=2)([C:9]2[CH:14]=[CH:13][CH:12]=[C:11]([CH3:15])[CH:10]=2)[N:3]=1.[Br:23]N1C(=O)CCC1=O.CC(N=NC(C#N)(C)C)(C#N)C, predict the reaction product. The product is: [NH2:1][C:2]1[N:6]([CH3:7])[C:5](=[O:8])[C:4]([C:9]2[CH:14]=[CH:13][CH:12]=[C:11]([CH2:15][Br:23])[CH:10]=2)([C:16]2[CH:21]=[CH:20][CH:19]=[C:18]([Br:22])[CH:17]=2)[N:3]=1. (3) Given the reactants [NH2:1][C:2]1[N:10]=[C:9]2[C:5]([N:6]=[CH:7][N:8]2[CH2:11][C:12]([O:14]CC)=[O:13])=[C:4]([C:17]2[O:18][CH:19]=[CH:20][CH:21]=2)[N:3]=1.[OH-].[Na+].[F-].C([N+](CCCC)(CCCC)CCCC)CCC, predict the reaction product. The product is: [NH2:1][C:2]1[N:10]=[C:9]2[C:5]([N:6]=[CH:7][N:8]2[CH2:11][C:12]([OH:14])=[O:13])=[C:4]([C:17]2[O:18][CH:19]=[CH:20][CH:21]=2)[N:3]=1. (4) Given the reactants [C:1]([O:5][C:6]([N:8]1[CH2:13][CH2:12][CH:11]([NH:14][C:15]2[CH:16]=[CH:17][C:18]([NH:21][C:22]3[S:23][C:24]([S:27][C:28]4[CH:33]=[CH:32][N:31]=[C:30]([C:34](O)=[O:35])[C:29]=4[F:37])=[CH:25][N:26]=3)=[N:19][CH:20]=2)[CH2:10][CH2:9]1)=[O:7])([CH3:4])([CH3:3])[CH3:2].[NH2:38][CH2:39][C:40]([C:45]1[CH:50]=[CH:49][CH:48]=[CH:47][CH:46]=1)([OH:44])[CH2:41][CH2:42][CH3:43].CCN=C=NCCCN(C)C.C1C=CC2N(O)N=NC=2C=1.CCN(C(C)C)C(C)C, predict the reaction product. The product is: [F:37][C:29]1[C:30]([C:34](=[O:35])[NH:38][CH2:39][C:40]([OH:44])([C:45]2[CH:46]=[CH:47][CH:48]=[CH:49][CH:50]=2)[CH2:41][CH2:42][CH3:43])=[N:31][CH:32]=[CH:33][C:28]=1[S:27][C:24]1[S:23][C:22]([NH:21][C:18]2[N:19]=[CH:20][C:15]([NH:14][CH:11]3[CH2:12][CH2:13][N:8]([C:6]([O:5][C:1]([CH3:2])([CH3:3])[CH3:4])=[O:7])[CH2:9][CH2:10]3)=[CH:16][CH:17]=2)=[N:26][CH:25]=1. (5) Given the reactants [CH3:1][O:2][C:3](=[O:18])[CH:4]([NH2:17])[CH2:5][N:6]1[CH2:11][C:10]([CH3:13])([CH3:12])[C:9]2[NH:14][N:15]=[CH:16][C:8]=2[CH2:7]1.[C:19](C1NC=CN=1)(C1NC=CN=1)=[O:20].[NH:31]1[CH2:36][CH2:35][CH:34]([N:37]2[CH2:46][C:45]3[C:40](=[CH:41][CH:42]=[CH:43][CH:44]=3)[NH:39][C:38]2=[O:47])[CH2:33][CH2:32]1, predict the reaction product. The product is: [CH3:1][O:2][C:3](=[O:18])[CH:4]([NH:17][C:19]([N:31]1[CH2:32][CH2:33][CH:34]([N:37]2[CH2:46][C:45]3[C:40](=[CH:41][CH:42]=[CH:43][CH:44]=3)[NH:39][C:38]2=[O:47])[CH2:35][CH2:36]1)=[O:20])[CH2:5][N:6]1[CH2:11][C:10]([CH3:13])([CH3:12])[C:9]2[NH:14][N:15]=[CH:16][C:8]=2[CH2:7]1. (6) Given the reactants CS[C:3]1[S:4]/[C:5](=[CH:9]\[C:10]2[CH:11]=[C:12]3[C:17](=[CH:18][CH:19]=2)[N:16]=[CH:15][CH:14]=[CH:13]3)/[C:6](=[O:8])[N:7]=1.[F:20][C:21]1[CH:26]=[CH:25][C:24]([CH2:27][C@@H:28]([NH2:31])[CH2:29][OH:30])=[CH:23][CH:22]=1.CCN(C(C)C)C(C)C, predict the reaction product. The product is: [F:20][C:21]1[CH:22]=[CH:23][C:24]([CH2:27][C@@H:28]([NH:31][C:3]2[S:4]/[C:5](=[CH:9]\[C:10]3[CH:11]=[C:12]4[C:17](=[CH:18][CH:19]=3)[N:16]=[CH:15][CH:14]=[CH:13]4)/[C:6](=[O:8])[N:7]=2)[CH2:29][OH:30])=[CH:25][CH:26]=1. (7) Given the reactants [Cl:1][C:2]1[CH:3]=[N:4][C:5]([N:11]2[CH2:15][CH2:14][CH:13]([C:16]3[CH:21]=[CH:20][CH:19]=[CH:18][CH:17]=3)[CH2:12]2)=[C:6]([CH:10]=1)[C:7]([OH:9])=O.Cl.[NH2:23][C:24]1([C:27]2[CH:36]=[CH:35][C:30]([C:31]([O:33][CH3:34])=[O:32])=[CH:29][CH:28]=2)[CH2:26][CH2:25]1, predict the reaction product. The product is: [Cl:1][C:2]1[CH:3]=[N:4][C:5]([N:11]2[CH2:15][CH2:14][CH:13]([C:16]3[CH:21]=[CH:20][CH:19]=[CH:18][CH:17]=3)[CH2:12]2)=[C:6]([CH:10]=1)[C:7]([NH:23][C:24]1([C:27]2[CH:36]=[CH:35][C:30]([C:31]([O:33][CH3:34])=[O:32])=[CH:29][CH:28]=2)[CH2:26][CH2:25]1)=[O:9].